From a dataset of Merck oncology drug combination screen with 23,052 pairs across 39 cell lines. Regression. Given two drug SMILES strings and cell line genomic features, predict the synergy score measuring deviation from expected non-interaction effect. (1) Drug 1: CC1(c2nc3c(C(N)=O)cccc3[nH]2)CCCN1. Drug 2: Cn1cc(-c2cnn3c(N)c(Br)c(C4CCCNC4)nc23)cn1. Cell line: NCIH1650. Synergy scores: synergy=-3.26. (2) Drug 1: Nc1ccn(C2OC(CO)C(O)C2(F)F)c(=O)n1. Drug 2: Cn1c(=O)n(-c2ccc(C(C)(C)C#N)cc2)c2c3cc(-c4cnc5ccccc5c4)ccc3ncc21. Cell line: NCIH460. Synergy scores: synergy=23.4.